This data is from Full USPTO retrosynthesis dataset with 1.9M reactions from patents (1976-2016). The task is: Predict the reactants needed to synthesize the given product. (1) Given the product [Br:21][C:11]1[CH:12]=[C:3]([O:2][CH3:1])[CH:4]=[C:5]2[C:10]=1[N:9]=[CH:8][CH:7]=[CH:6]2, predict the reactants needed to synthesize it. The reactants are: [CH3:1][O:2][C:3]1[CH:4]=[C:5]2[C:10](=[C:11](N)[CH:12]=1)[N:9]=[CH:8][CH:7]=[CH:6]2.O.CCOC(C)=O.[BrH:21]. (2) Given the product [F:1][C:2]1[CH:22]=[CH:21][CH:20]=[C:19]2[C:3]=1[CH2:4][CH2:5][N:6]=[C:7]2[C:8]1[CH:13]=[CH:12][C:11]([C:14]([F:17])([F:16])[F:15])=[CH:10][CH:9]=1, predict the reactants needed to synthesize it. The reactants are: [F:1][C:2]1[CH:22]=[CH:21][CH:20]=[CH:19][C:3]=1[CH2:4][CH2:5][NH:6][C:7](=O)[C:8]1[CH:13]=[CH:12][C:11]([C:14]([F:17])([F:16])[F:15])=[CH:10][CH:9]=1.O=P12OP3(OP(OP(O3)(O1)=O)(=O)O2)=O.C(OCC)(=O)C.[OH-].[K+]. (3) Given the product [CH2:1]([N:9]1[CH2:10][CH:11]([CH2:13][N:14]2[C:18]3[N:19]=[C:20]([C:29]4[CH:34]=[CH:33][C:32]([NH:35][C:36]([NH:38][C:39]5[CH:44]=[CH:43][CH:42]=[CH:41][CH:40]=5)=[O:37])=[CH:31][CH:30]=4)[N:21]=[C:22]([N:23]4[CH2:28][CH2:27][O:26][CH2:25][CH2:24]4)[C:17]=3[N:16]=[N:15]2)[CH2:12]1)[C:2]1[CH:3]=[CH:4][CH:5]=[CH:6][CH:7]=1, predict the reactants needed to synthesize it. The reactants are: [C:1]([N:9]1[CH2:12][CH:11]([CH2:13][N:14]2[C:18]3[N:19]=[C:20]([C:29]4[CH:34]=[CH:33][C:32]([NH:35][C:36]([NH:38][C:39]5[CH:44]=[CH:43][CH:42]=[CH:41][CH:40]=5)=[O:37])=[CH:31][CH:30]=4)[N:21]=[C:22]([N:23]4[CH2:28][CH2:27][O:26][CH2:25][CH2:24]4)[C:17]=3[N:16]=[N:15]2)[CH2:10]1)(=O)[C:2]1[CH:7]=[CH:6][CH:5]=[CH:4][CH:3]=1.C(=O)C1C=CC=CC=1.[BH3-]C#N.[Na+]. (4) Given the product [CH2:1]([O:8][C@@H:9]1[C@@H:14]([O:15][CH2:16][C:17]2[CH:22]=[CH:21][CH:20]=[CH:19][CH:18]=2)[C@H:13]([O:23][CH2:24][C:25]2[CH:30]=[CH:29][CH:28]=[CH:27][CH:26]=2)[C@@H:12]([CH2:31][F:58])[O:11][C@H:10]1[N:33]1[C:41]2[C:36](=[CH:37][CH:38]=[C:39]([CH3:42])[CH:40]=2)[C:35]([CH2:43][C:44]2[CH:49]=[CH:48][C:47]([O:50][CH3:51])=[CH:46][CH:45]=2)=[CH:34]1)[C:2]1[CH:7]=[CH:6][CH:5]=[CH:4][CH:3]=1, predict the reactants needed to synthesize it. The reactants are: [CH2:1]([O:8][C@@H:9]1[C@@H:14]([O:15][CH2:16][C:17]2[CH:22]=[CH:21][CH:20]=[CH:19][CH:18]=2)[C@H:13]([O:23][CH2:24][C:25]2[CH:30]=[CH:29][CH:28]=[CH:27][CH:26]=2)[C@@H:12]([CH2:31]O)[O:11][C@H:10]1[N:33]1[C:41]2[C:36](=[CH:37][CH:38]=[C:39]([CH3:42])[CH:40]=2)[C:35]([CH2:43][C:44]2[CH:49]=[CH:48][C:47]([O:50][CH3:51])=[CH:46][CH:45]=2)=[CH:34]1)[C:2]1[CH:7]=[CH:6][CH:5]=[CH:4][CH:3]=1.C(N(S(F)(F)[F:58])CC)C.C(=O)([O-])O.[Na+]. (5) Given the product [C:1]([O:5][C:6]([N:8]1[CH2:13][CH2:12][CH:11]([CH2:14][O:15][S:24]([CH3:23])(=[O:26])=[O:25])[CH2:10][CH2:9]1)=[O:7])([CH3:4])([CH3:3])[CH3:2], predict the reactants needed to synthesize it. The reactants are: [C:1]([O:5][C:6]([N:8]1[CH2:13][CH2:12][CH:11]([CH2:14][OH:15])[CH2:10][CH2:9]1)=[O:7])([CH3:4])([CH3:3])[CH3:2].C(N(CC)CC)C.[CH3:23][S:24](Cl)(=[O:26])=[O:25]. (6) Given the product [Br:8][C:9]1[CH:10]=[CH:11][C:12]([O:18][CH2:19][C:20]2[CH:25]=[CH:24][CH:23]=[CH:22][C:21]=2[C:26]#[N:27])=[C:13]([CH:17]=1)[C:14]([NH:7][C:3]1[CH:2]=[N:1][CH:6]=[CH:5][CH:4]=1)=[O:15], predict the reactants needed to synthesize it. The reactants are: [N:1]1[CH:6]=[CH:5][CH:4]=[C:3]([NH2:7])[CH:2]=1.[Br:8][C:9]1[CH:10]=[CH:11][C:12]([O:18][CH2:19][C:20]2[CH:25]=[CH:24][CH:23]=[CH:22][C:21]=2[C:26]#[N:27])=[C:13]([CH:17]=1)[C:14](O)=[O:15].Cl.CN(C)CCCN=C=NCC.ON1C2C=CC=CC=2N=N1.